Dataset: Peptide-MHC class I binding affinity with 185,985 pairs from IEDB/IMGT. Task: Regression. Given a peptide amino acid sequence and an MHC pseudo amino acid sequence, predict their binding affinity value. This is MHC class I binding data. (1) The peptide sequence is VLEWRFDSRL. The MHC is HLA-B42:01 with pseudo-sequence HLA-B42:01. The binding affinity (normalized) is 0.0718. (2) The peptide sequence is VLTSEEVVLK. The MHC is HLA-A33:01 with pseudo-sequence HLA-A33:01. The binding affinity (normalized) is 0. (3) The peptide sequence is RVATENIAV. The binding affinity (normalized) is 0.436. The MHC is HLA-B15:01 with pseudo-sequence HLA-B15:01. (4) The peptide sequence is TPQDLNTML. The MHC is HLA-B40:01 with pseudo-sequence HLA-B40:01. The binding affinity (normalized) is 0. (5) The peptide sequence is YAYEPGSVM. The MHC is HLA-B07:02 with pseudo-sequence HLA-B07:02. The binding affinity (normalized) is 0.707.